This data is from Full USPTO retrosynthesis dataset with 1.9M reactions from patents (1976-2016). The task is: Predict the reactants needed to synthesize the given product. Given the product [NH2:11][C:10]1[CH:9]=[CH:8][C:7]([CH:1]2[CH2:2][CH2:3][CH2:4][CH2:5][CH2:6]2)=[CH:13][C:12]=1[S:15]([NH2:18])(=[O:17])=[O:16], predict the reactants needed to synthesize it. The reactants are: [CH:1]1([C:7]2[CH:13]=[CH:12][C:10]([NH2:11])=[CH:9][CH:8]=2)[CH2:6][CH2:5][CH2:4][CH2:3][CH2:2]1.Cl[S:15]([N:18]=C=O)(=[O:17])=[O:16].[Cl-].[Cl-].[Cl-].[Al+3].